Dataset: Reaction yield outcomes from USPTO patents with 853,638 reactions. Task: Predict the reaction yield, written as a fraction of the theoretical maximum amount of product (1.0 means a 100% yield; for example, 0.34 means a 34% yield). The reactants are [CH2:1]([C:3]1[NH:7][N:6]=[C:5]([C:8]([NH2:10])=[O:9])[C:4]=1[N+:11]([O-:13])=[O:12])[CH3:2].C(=O)([O-])[O-].[Na+].[Na+].[I-].[Na+].CS(O[CH:27]1[CH2:30][N:29]([CH:31]([C:38]2[CH:43]=[CH:42][CH:41]=[CH:40][CH:39]=2)[C:32]2[CH:37]=[CH:36][CH:35]=[CH:34][CH:33]=2)[CH2:28]1)(=O)=O. The catalyst is O1CCCC1.O. The product is [CH:31]([N:29]1[CH2:30][CH:27]([N:7]2[C:3]([CH2:1][CH3:2])=[C:4]([N+:11]([O-:13])=[O:12])[C:5]([C:8]([NH2:10])=[O:9])=[N:6]2)[CH2:28]1)([C:38]1[CH:39]=[CH:40][CH:41]=[CH:42][CH:43]=1)[C:32]1[CH:33]=[CH:34][CH:35]=[CH:36][CH:37]=1. The yield is 0.310.